From a dataset of Forward reaction prediction with 1.9M reactions from USPTO patents (1976-2016). Predict the product of the given reaction. (1) Given the reactants [P:1]([O:8]CC)([O:5][CH2:6][CH3:7])[O:2][CH2:3][CH3:4].[CH:11](N(C(C)C)CC)(C)C.[OH2:20], predict the reaction product. The product is: [OH:20][CH2:11][P:1](=[O:8])([O:5][CH2:6][CH3:7])[O:2][CH2:3][CH3:4]. (2) Given the reactants S(=O)(=O)(O)O.[CH3:6][O:7][C:8]1[N:16]=[CH:15][CH:14]=[CH:13][C:9]=1[C:10]([OH:12])=[O:11].[C:17](=O)([O-])O.[Na+], predict the reaction product. The product is: [CH3:6][O:7][C:8]1[N:16]=[CH:15][CH:14]=[CH:13][C:9]=1[C:10]([O:12][CH3:17])=[O:11]. (3) Given the reactants [CH2:1]([C:7]1[CH:12]=[CH:11][C:10]([CH2:13][C:14]([O:16][CH2:17][CH3:18])=[O:15])=[CH:9][CH:8]=1)[CH2:2][CH2:3][CH2:4][CH2:5][CH3:6].C(NC(C)C)(C)C.[Li].[C:27](Cl)(=[O:31])[CH:28]([CH3:30])[CH3:29], predict the reaction product. The product is: [CH2:1]([C:7]1[CH:12]=[CH:11][C:10]([CH:13]([C:27](=[O:31])[CH:28]([CH3:30])[CH3:29])[C:14]([O:16][CH2:17][CH3:18])=[O:15])=[CH:9][CH:8]=1)[CH2:2][CH2:3][CH2:4][CH2:5][CH3:6].